The task is: Predict which catalyst facilitates the given reaction.. This data is from Catalyst prediction with 721,799 reactions and 888 catalyst types from USPTO. (1) Reactant: [N:1]#[C:2][C@@H:3]([C:5]([O:7][CH2:8][CH3:9])=[O:6])[NH2:4].C(OC(OCC)OCC)C.[CH3:20]N.C[C:23]#[N:24]. Product: [NH2:1][C:2]1[N:24]([CH3:23])[CH:20]=[N:4][C:3]=1[C:5]([O:7][CH2:8][CH3:9])=[O:6]. The catalyst class is: 601. (2) Reactant: [CH:1]1([C:4]2[N:5]=[C:6]3[CH:11]=[CH:10][C:9]([N:12]4[CH:17]=[CH:16][C:15]([CH2:18][OH:19])=[CH:14][C:13]4=[O:20])=[CH:8][N:7]3[C:21]=2[CH3:22])[CH2:3][CH2:2]1.[F:23][C:24]1[CH:29]=[CH:28][C:27](O)=[CH:26][CH:25]=1.C(P(CCCC)CCCC)CCC.N(C(N1CCCCC1)=O)=NC(N1CCCCC1)=O. Product: [CH:1]1([C:4]2[N:5]=[C:6]3[CH:11]=[CH:10][C:9]([N:12]4[CH:17]=[CH:16][C:15]([CH2:18][O:19][C:27]5[CH:28]=[CH:29][C:24]([F:23])=[CH:25][CH:26]=5)=[CH:14][C:13]4=[O:20])=[CH:8][N:7]3[C:21]=2[CH3:22])[CH2:2][CH2:3]1. The catalyst class is: 1. (3) Reactant: [F:1][C:2]1[CH:34]=[CH:33][CH:32]=[C:31]([F:35])[C:3]=1[C:4]([N:6]1[C:11](=[O:12])[N:10]([C:13]2[CH:18]=[CH:17][C:16]([S:19][C:20]([F:29])([C:25]([F:28])([F:27])[F:26])[C:21]([F:24])([F:23])[F:22])=[CH:15][C:14]=2[F:30])[CH2:9][O:8][CH2:7]1)=[O:5].C1C=C(Cl)C=C(C(OO)=[O:44])C=1. Product: [F:1][C:2]1[CH:34]=[CH:33][CH:32]=[C:31]([F:35])[C:3]=1[C:4]([N:6]1[C:11](=[O:12])[N:10]([C:13]2[CH:18]=[CH:17][C:16]([S:19]([C:20]([F:29])([C:21]([F:22])([F:23])[F:24])[C:25]([F:26])([F:27])[F:28])=[O:44])=[CH:15][C:14]=2[F:30])[CH2:9][O:8][CH2:7]1)=[O:5]. The catalyst class is: 22. (4) The catalyst class is: 8. Reactant: C([N:8]1[CH2:13][CH2:12][C:11]([C:15]2[CH:20]=[CH:19][C:18]([F:21])=[CH:17][CH:16]=2)(O)[CH:10]([CH3:22])[CH2:9]1)C1C=CC=CC=1.Cl. Product: [F:21][C:18]1[CH:19]=[CH:20][C:15]([CH:11]2[CH2:12][CH2:13][NH:8][CH2:9][CH:10]2[CH3:22])=[CH:16][CH:17]=1. (5) Reactant: [O:1]1[CH2:6][CH2:5][N:4]([C:7]2[CH:12]=[CH:11][C:10]([C:13]3[S:14][C:15]([NH2:18])=[CH:16][N:17]=3)=[CH:9][CH:8]=2)[CH2:3][CH2:2]1.C[Al](C)C.[NH:23](/[C:27](/[CH3:33])=[CH:28]\[C:29](OC)=[O:30])[C:24]([CH3:26])=O. Product: [CH3:26][C:24]1[N:18]([C:15]2[S:14][C:13]([C:10]3[CH:9]=[CH:8][C:7]([N:4]4[CH2:5][CH2:6][O:1][CH2:2][CH2:3]4)=[CH:12][CH:11]=3)=[N:17][CH:16]=2)[C:29](=[O:30])[CH:28]=[C:27]([CH3:33])[N:23]=1. The catalyst class is: 2.